Dataset: Experimentally validated miRNA-target interactions with 360,000+ pairs, plus equal number of negative samples. Task: Binary Classification. Given a miRNA mature sequence and a target amino acid sequence, predict their likelihood of interaction. (1) The miRNA is hsa-miR-6875-3p with sequence AUUCUUCCUGCCCUGGCUCCAU. The protein sequence of the target gene is MAATAVAAGTGSPAGTESAEGGPGAAAALELWLNKATDPSMAEQDWSAIQKFCEQVNTDPSGPTHAPWLLAHKIQSPQEKEALYALTVLEICMNHCGEKFHSEVAKFRFLNELIKVLSPKYLGAWATEKVKGRVIEILFSWTVWFPEDIKIRDAYQMLKKQGIIKQDPKLPMDKILPPPSPWPKSIFDADEEKSKLLTRLLKSNHPEDLQAANRLIKNLVKEEQEKSEKVSRRVSAVEEVRSHVRVLREMLSMYRRPGHALPDQQALQVVYERCEKLRPTLFRLASDTTDDDDALAEILQ.... Result: 0 (no interaction). (2) The miRNA is hsa-miR-148a-3p with sequence UCAGUGCACUACAGAACUUUGU. The protein sequence of the target gene is MMEIANVSSPEVFVLLGFSTRPSLETVLFIVVLSFYMVSILGNGIIILVSHTDVHLHTPMYFFLANLPFLDMSFTTSIVPQLLANLWGPQKTISYGGCVVQFYISHWLGATECVLLATMSYDRYAAICRPLHYTVIMHPQLCLGLALASWLGGLTTSMVGSTLTMLLPLCGNNCIDHFFCEMPLIMQLACVDTSLNEMEMYLASFVFVVLPLGLILVSYGHIARAVLKIRSAEGRRKAFNTCSSHVAVVSLFYGSIIFMYLQPAKSTSHEQGKFIALFYTVVTPALNPLIYTLRNTEVKS.... Result: 1 (interaction). (3) The miRNA is mmu-miR-490-5p with sequence CCAUGGAUCUCCAGGUGGGU. The protein sequence of the target gene is MEGNGSVDMFSEVLENQFLQAAKLVENHLDSEIQKLDQIGEDELELLKEKRLAALRKAQQQKQEWLSKGHGEYREIGSERDFFQEVKESEKVVCHFYRDTTFRCKILDRHLAILAKKHLETKFLKLNVEKAPFLCERLRIKVIPTLALLRDGKTQDYVVGFTDLGNTDDFTTETLEWRLGCSDVINYSGNLMEPPFQSQKKFGTNFTKLEKKTIRGKKYDSDSDDD. Result: 0 (no interaction). (4) The miRNA is hsa-miR-6508-5p with sequence UCUAGAAAUGCAUGACCCACC. The protein sequence of the target gene is MSACNTFTEHVWKPGECKNCFKPKSLHQLPPDPEKAPITHGNVKTNANHSNNHRIRNTGNFRPPVAKKPTIAVKPTMIVADGQSICGELSIQEHCENKPVIIGWNRNRAALSQKPLNNNNEDDEGISHVPKPYGNNDSAKKMSDNNNGLTEVLKEIAGLDTAPQIRGNETNSRETFLGRINDCYKRSLERKLPPSCMIGGIKETQGKHVILSGSTEVISNEGGRFCYPEFSSGEESEEDVLFSNMEEEHESWDESDEELLAMEIRMRGQPRFANFRANTLSPVRFFVDKKWNTIPLRNKS.... Result: 1 (interaction). (5) The miRNA is hsa-miR-378i with sequence ACUGGACUAGGAGUCAGAAGG. The protein sequence of the target gene is MAEGNTLISVDYEIFGKVQGVFFRKHTQAEGKKLGLVGWVQNTDRGTVQGQLQGPISKVRHMQEWLETRGSPKSHIDKANFNNEKVILKLDYSDFQIVK. Result: 0 (no interaction). (6) Result: 0 (no interaction). The miRNA is hsa-miR-26b-5p with sequence UUCAAGUAAUUCAGGAUAGGU. The protein sequence of the target gene is MKKFKRRLSLTLRGSQTIDESLSELAEQMTIEENSSKDNEPIVKNGRPPTSHSMHSFLHQYTGSFKKPPLRRPHSVIGGSLGSFMAMPRNGSRLDIVHENLKMGSDGESDQASGTSSDEVQSPTGVCLRNRIHRRISMEDLNKRLSLPADIRIPDGYLEKLQINSPPFDQPMSRRSRRASLSEIGFGKMETYIKLEKLGEGTYATVYKGRSKLTENLVALKEIRLEHEEGAPCTAIREVSLLKDLKHANIVTLHDIVHTDKSLTLVFEYLDKDLKQYMDDCGNIMSMHNVKLFLYQILRG.... (7) The miRNA is hsa-miR-548a-3p with sequence CAAAACUGGCAAUUACUUUUGC. The protein sequence of the target gene is MEGAPTVRQVMNEGDSSLATDLQEDVEENPSPTVEENNVVVKKQGPNLHNWSGDWSFWISSSTYKDRNEEYRRQFTHLPDTERLIADYACALQRDILLQGRLYLSENWLCFYSNIFRWETTISIALKNITFMTKEKTARLIPNAIQIVTESEKFFFTSFGARDRSYLSIFRLWQNVLLDKSLTRQEFWQLLQQNYGTELGLNAEEMENLSLSIEDVQPRSPGRSSLDDSGERDEKLSKSISFTSESISRVSETESFDGNSSKGGLGKEESQNEKQTKKSLLPTLEKKLTRVPSKSLDLNK.... Result: 1 (interaction).